Dataset: Plasma protein binding rate (PPBR) regression data from AstraZeneca. Task: Regression/Classification. Given a drug SMILES string, predict its absorption, distribution, metabolism, or excretion properties. Task type varies by dataset: regression for continuous measurements (e.g., permeability, clearance, half-life) or binary classification for categorical outcomes (e.g., BBB penetration, CYP inhibition). For this dataset (ppbr_az), we predict Y. (1) The drug is COc1ccnc(CCc2nc3c(C)ccnc3[nH]2)c1. The Y is 80.3 %. (2) The molecule is COC[C@H](O)Cn1c(=O)cnn(-c2ccc(Cl)c(C(=O)NCC3(O)CCCCCC3)c2)c1=O. The Y is 58.5 %. (3) The Y is 99.6 %. The compound is CN(C)c1nc(Cc2ccc(NC(=O)c3ccc(C(F)(F)F)cc3)cc2)nc(N(C)C)c1CC(=O)O.